The task is: Predict the reactants needed to synthesize the given product.. This data is from Full USPTO retrosynthesis dataset with 1.9M reactions from patents (1976-2016). (1) Given the product [O:3]=[C:4]1[CH:5]=[C:6]([C@H:8]2[CH2:13][CH2:12][N:11]([C:14]([O:16][CH3:17])=[O:15])[C@@H:10]([C:18]3[CH:23]=[CH:22][CH:21]=[C:20]([C:24]([F:27])([F:26])[F:25])[CH:19]=3)[CH2:9]2)[O:7][NH:31]1, predict the reactants needed to synthesize it. The reactants are: C([O:3][C:4](=O)[CH2:5][C:6]([C@H:8]1[CH2:13][CH2:12][N:11]([C:14]([O:16][CH3:17])=[O:15])[C@@H:10]([C:18]2[CH:23]=[CH:22][CH:21]=[C:20]([C:24]([F:27])([F:26])[F:25])[CH:19]=2)[CH2:9]1)=[O:7])C.[OH-].[Na+].[NH2:31]O.Cl. (2) Given the product [CH2:4]([O:5][C:6]1[CH:11]=[CH:10][C:9]([O:12][CH3:13])=[C:8]([CH:7]=1)[CH:14]=[O:15])[C:25]1[CH:30]=[CH:29][CH:28]=[CH:27][CH:26]=1, predict the reactants needed to synthesize it. The reactants are: C[O-].[Na+].[C:4](=O)(OC)[O:5][C:6]1[CH:11]=[CH:10][C:9]([O:12][CH3:13])=[C:8]([CH:14]=[O:15])[CH:7]=1.C([O-])([O-])=O.[K+].[K+].[CH:25]1[CH:30]=[CH:29][C:28](CBr)=[CH:27][CH:26]=1. (3) Given the product [CH2:33]([O:32][C:30]([C:28]1[CH:29]=[N:25][N:26]([C:2](=[N:13][C:12]2[CH:11]=[C:10]([F:9])[CH:16]=[C:15]([F:17])[CH:14]=2)[NH:1][C:4]([O:6][CH2:7][CH3:8])=[O:5])[CH:27]=1)=[O:31])[CH3:34], predict the reactants needed to synthesize it. The reactants are: [N:1]([C:4]([O:6][CH2:7][CH3:8])=[O:5])=[C:2]=S.[F:9][C:10]1[CH:11]=[C:12]([CH:14]=[C:15]([F:17])[CH:16]=1)[NH2:13].C(N(CC)CC)C.[NH:25]1[CH:29]=[C:28]([C:30]([O:32][CH2:33][CH3:34])=[O:31])[CH:27]=[N:26]1.CCN=C=NCCCN(C)C.Cl. (4) Given the product [C:1]([O:5][C:6]([NH:8][CH2:9][CH2:10][CH2:11][C:12]1[N:17]=[C:16]([CH3:18])[C:15]([C:19]([O:21][CH3:22])=[O:20])=[C:14]([NH:23][C:24]2[CH:25]=[C:26]([CH3:30])[CH:27]=[CH:28][CH:29]=2)[N:13]=1)=[O:7])([CH3:3])([CH3:4])[CH3:2], predict the reactants needed to synthesize it. The reactants are: [C:1]([O:5][C:6]([NH:8][CH2:9][C:10]#[C:11][C:12]1[N:17]=[C:16]([CH3:18])[C:15]([C:19]([O:21][CH3:22])=[O:20])=[C:14]([NH:23][C:24]2[CH:25]=[C:26]([CH3:30])[CH:27]=[CH:28][CH:29]=2)[N:13]=1)=[O:7])([CH3:4])([CH3:3])[CH3:2]. (5) Given the product [N:20]1([CH2:19][CH2:18][O:17][C:14]2[CH:13]=[CH:12][C:11]([CH2:10][OH:9])=[CH:16][CH:15]=2)[CH2:25][CH2:24][CH2:23][CH2:22][CH2:21]1, predict the reactants needed to synthesize it. The reactants are: [H-].[Al+3].[Li+].[H-].[H-].[H-].C([O:9][C:10](=O)[C:11]1[CH:16]=[CH:15][C:14]([O:17][CH2:18][CH2:19][N:20]2[CH2:25][CH2:24][CH2:23][CH2:22][CH2:21]2)=[CH:13][CH:12]=1)C.N. (6) The reactants are: Cl.[NH:2]1[C:7]2[N:8]=[CH:9][CH:10]=[CH:11][C:6]=2[C:5]2([CH2:16][CH2:15][NH:14][CH2:13][CH2:12]2)[O:4][C:3]1=[O:17].Cl[C:19]1[N:24]=[C:23]([CH3:25])[N:22]=[C:21]([C:26]([C:28]2[CH:38]=[C:37]([CH3:39])[C:31]3[N:32]([CH3:36])[C:33](=[O:35])[O:34][C:30]=3[CH:29]=2)=[O:27])[CH:20]=1.CCN(C(C)C)C(C)C. Given the product [CH3:36][N:32]1[C:31]2[C:37]([CH3:39])=[CH:38][C:28]([C:26]([C:21]3[N:22]=[C:23]([CH3:25])[N:24]=[C:19]([N:14]4[CH2:13][CH2:12][C:5]5([O:4][C:3](=[O:17])[NH:2][C:7]6[N:8]=[CH:9][CH:10]=[CH:11][C:6]5=6)[CH2:16][CH2:15]4)[CH:20]=3)=[O:27])=[CH:29][C:30]=2[O:34][C:33]1=[O:35], predict the reactants needed to synthesize it. (7) Given the product [F:1][C:2]1[CH:7]=[C:6]([F:8])[CH:5]=[CH:4][C:3]=1[S:9]([NH:12][C:13]1[CH:14]=[C:15]([C:21]2[CH:29]=[C:28]3[C:24]([CH:25]=[N:26][NH:27]3)=[C:23]([NH:40][C:41]([C:43]3[N:44]=[C:45]([CH2:48][N:49]4[CH2:50][C@H:51]([CH3:56])[O:52][C@H:53]([CH3:55])[CH2:54]4)[S:46][CH:47]=3)=[O:42])[CH:22]=2)[CH:16]=[N:17][C:18]=1[O:19][CH3:20])(=[O:10])=[O:11], predict the reactants needed to synthesize it. The reactants are: [F:1][C:2]1[CH:7]=[C:6]([F:8])[CH:5]=[CH:4][C:3]=1[S:9]([NH:12][C:13]1[CH:14]=[C:15]([C:21]2[CH:29]=[C:28]3[C:24]([CH:25]=[N:26][N:27]3S(C3C=CC(C)=CC=3)(=O)=O)=[C:23]([NH:40][C:41]([C:43]3[N:44]=[C:45]([CH2:48][N:49]4[CH2:54][C@H:53]([CH3:55])[O:52][C@H:51]([CH3:56])[CH2:50]4)[S:46][CH:47]=3)=[O:42])[CH:22]=2)[CH:16]=[N:17][C:18]=1[O:19][CH3:20])(=[O:11])=[O:10].[OH-].[Na+]. (8) Given the product [CH:1]1([CH2:7][C@H:8]([N:12]2[CH2:16][C:15]([O:17][C:18]3[CH:23]=[CH:22][CH:21]=[CH:20][C:19]=3[CH2:24][CH2:25][CH3:26])=[CH:14][C:13]2=[O:27])[C:9]([NH:68][C:65]2[CH:66]=[CH:67][N:63]([CH2:62][C:61]([OH:60])([CH3:91])[CH3:29])[N:64]=2)=[O:11])[CH2:2][CH2:3][CH2:4][CH2:5][CH2:6]1, predict the reactants needed to synthesize it. The reactants are: [CH:1]1([CH2:7][C@H:8]([N:12]2[CH2:16][C:15]([O:17][C:18]3[CH:23]=[CH:22][CH:21]=[CH:20][C:19]=3[CH2:24][CH2:25][CH3:26])=[CH:14][C:13]2=[O:27])[C:9]([OH:11])=O)[CH2:6][CH2:5][CH2:4][CH2:3][CH2:2]1.Cl.[CH3:29]N(C)CCCN=C=NCC.C(N(CC)C(C)C)(C)C.ON1C2C=CC=CC=2N=N1.Cl.[OH:60][C@@H:61]([CH2:91]O)[CH2:62][N:63]1[CH:67]=[CH:66][C:65]([NH:68]C(=O)[C@@H](N2CC(OC3C=CC=C(Cl)C=3Cl)=CC2=O)CC(C)C)=[N:64]1.